From a dataset of Reaction yield outcomes from USPTO patents with 853,638 reactions. Predict the reaction yield, written as a fraction of the theoretical maximum amount of product (1.0 means a 100% yield; for example, 0.34 means a 34% yield). (1) The reactants are [Br:1][C:2]1[C:6]([CH3:7])=[C:5]([I:8])[S:4][C:3]=1I.C([Li])CCC.CN(C)[CH:17]=[O:18]. The catalyst is C(OCC)C. The product is [Br:1][C:2]1[C:6]([CH3:7])=[C:5]([I:8])[S:4][C:3]=1[CH:17]=[O:18]. The yield is 0.760. (2) The reactants are B.O1CCCC1.[CH3:7][C:8]1[C:16]([OH:17])=[CH:15][CH:14]=[CH:13][C:9]=1[C:10](O)=[O:11].C(=O)([O-])O.[Na+]. The catalyst is C1COCC1. The product is [OH:11][CH2:10][C:9]1[C:8]([CH3:7])=[C:16]([OH:17])[CH:15]=[CH:14][CH:13]=1. The yield is 1.00. (3) The reactants are C[O:2][C:3](OC)([CH3:7])[C:4](=O)[CH3:5].[C:10]([O:17][CH2:18][CH3:19])(=[O:16])[C:11](OCC)=O.[O-]CC.[Na+].Cl.[NH2:25][NH2:26]. The catalyst is C(O)C.O. The product is [CH2:18]([O:17][C:10]([C:11]1[CH:5]=[C:4]([C:3](=[O:2])[CH3:7])[NH:26][N:25]=1)=[O:16])[CH3:19]. The yield is 0.260. (4) The reactants are C(O)(C(F)(F)F)=O.[F:8][C:9]1[CH:10]=[C:11]([NH:20][C:21]([C@H:23]2[C:32]3[C:27](=[CH:28][C:29]([CH2:33][O:34][CH3:35])=[CH:30][CH:31]=3)[CH2:26][CH2:25][N:24]2[C:36]([C@H:38]2[CH2:41][C@H:40]([CH2:42][C:43]([O:45]C(C)(C)C)=[O:44])[CH2:39]2)=[O:37])=[O:22])[CH:12]=[C:13]2[C:17]=1[C:16]([CH3:19])([CH3:18])[CH2:15][CH2:14]2.C(=O)([O-])O.[Na+]. No catalyst specified. The product is [F:8][C:9]1[CH:10]=[C:11]([NH:20][C:21]([C@H:23]2[C:32]3[C:27](=[CH:28][C:29]([CH2:33][O:34][CH3:35])=[CH:30][CH:31]=3)[CH2:26][CH2:25][N:24]2[C:36]([C@H:38]2[CH2:41][C@H:40]([CH2:42][C:43]([OH:45])=[O:44])[CH2:39]2)=[O:37])=[O:22])[CH:12]=[C:13]2[C:17]=1[C:16]([CH3:19])([CH3:18])[CH2:15][CH2:14]2. The yield is 0.760. (5) The yield is 0.590. The reactants are [ClH:1].O1CCOCC1.[F:8][C:9]([F:27])([F:26])[CH2:10][O:11][CH2:12][CH:13]1[CH2:18][CH2:17][N:16](C(OC(C)(C)C)=O)[CH2:15][CH2:14]1. No catalyst specified. The product is [ClH:1].[F:27][C:9]([F:8])([F:26])[CH2:10][O:11][CH2:12][CH:13]1[CH2:18][CH2:17][NH:16][CH2:15][CH2:14]1. (6) The reactants are S(Cl)(Cl)=O.[CH3:5][O:6][C:7]1[CH:15]=[CH:14][C:10]([C:11]([OH:13])=O)=[CH:9][C:8]=1[C:16]1[CH:21]=[CH:20][CH:19]=[C:18]([O:22][CH3:23])[CH:17]=1.[H-].[Na+].[CH3:26][O:27][C:28]1[CH:53]=[CH:52][C:31]([CH2:32][NH:33][C:34]2[CH:43]=[CH:42][C:41]3[C:36](=[CH:37][CH:38]=[C:39]([O:44][CH2:45][C:46]4[CH:51]=[CH:50][CH:49]=[CH:48][CH:47]=4)[CH:40]=3)[CH:35]=2)=[CH:30][CH:29]=1. The catalyst is C1COCC1. The product is [CH3:26][O:27][C:28]1[CH:29]=[CH:30][C:31]([CH2:32][N:33]([C:34]2[CH:43]=[CH:42][C:41]3[C:36](=[CH:37][CH:38]=[C:39]([O:44][CH2:45][C:46]4[CH:47]=[CH:48][CH:49]=[CH:50][CH:51]=4)[CH:40]=3)[CH:35]=2)[C:11](=[O:13])[C:10]2[CH:14]=[CH:15][C:7]([O:6][CH3:5])=[C:8]([C:16]3[CH:21]=[CH:20][CH:19]=[C:18]([O:22][CH3:23])[CH:17]=3)[CH:9]=2)=[CH:52][CH:53]=1. The yield is 0.830.